From a dataset of Catalyst prediction with 721,799 reactions and 888 catalyst types from USPTO. Predict which catalyst facilitates the given reaction. (1) The catalyst class is: 275. Product: [ClH:38].[CH2:26]1[C:25]2[S:37][C:20]3[CH:19]=[C:18]([N:3]4[CH:4]=[CH:5][C:6]([C:8]5[CH:13]=[CH:12][C:11]([C:14]([F:17])([F:15])[F:16])=[CH:10][N:9]=5)=[CH:7][C:2]4=[O:1])[CH:23]=[CH:22][C:21]=3[C:24]=2[CH2:29][CH2:28][NH:27]1. Reactant: [O:1]=[C:2]1[CH:7]=[C:6]([C:8]2[CH:13]=[CH:12][C:11]([C:14]([F:17])([F:16])[F:15])=[CH:10][N:9]=2)[CH:5]=[CH:4][N:3]1[C:18]1[CH:23]=[CH:22][C:21]2[C:24]3[CH2:29][CH2:28][N:27](C(OC(C)(C)C)=O)[CH2:26][C:25]=3[S:37][C:20]=2[CH:19]=1.[ClH:38]. (2) Reactant: [CH3:1][O:2][C:3](=[O:22])[C:4]1[C:9](Cl)=[CH:8][C:7]([CH3:11])=[N:6][C:5]=1[O:12][C:13]1[C:18]([CH3:19])=[CH:17][C:16]([Br:20])=[CH:15][C:14]=1[CH3:21].[CH2:23]([CH:25]([NH2:28])[CH2:26][CH3:27])[CH3:24]. Product: [CH3:1][O:2][C:3](=[O:22])[C:4]1[C:9]([NH:28][CH:25]([CH2:26][CH3:27])[CH2:23][CH3:24])=[CH:8][C:7]([CH3:11])=[N:6][C:5]=1[O:12][C:13]1[C:18]([CH3:19])=[CH:17][C:16]([Br:20])=[CH:15][C:14]=1[CH3:21]. The catalyst class is: 16. (3) Reactant: [NH:1]1[CH2:4][CH:3]([NH:5][C:6]2[CH:7]=[C:8]([N:12]3[C:20]([CH3:22])([CH3:21])[C:19]4[C:14](=[CH:15][CH:16]=[C:17]([Cl:23])[CH:18]=4)[C:13]3=[O:24])[CH:9]=[N:10][CH:11]=2)[CH2:2]1.CCN(CC)CC.[C:32](Cl)(=[O:34])[CH3:33]. Product: [C:32]([N:1]1[CH2:2][CH:3]([NH:5][C:6]2[CH:7]=[C:8]([N:12]3[C:20]([CH3:21])([CH3:22])[C:19]4[C:14](=[CH:15][CH:16]=[C:17]([Cl:23])[CH:18]=4)[C:13]3=[O:24])[CH:9]=[N:10][CH:11]=2)[CH2:4]1)(=[O:34])[CH3:33]. The catalyst class is: 2. (4) The catalyst class is: 4. Product: [Br:12][C:13]1[CH:14]=[C:15]([CH3:22])[C:16]([F:21])=[C:17]([CH:18]=1)[CH:19]=[O:20]. Reactant: [Cr](Cl)([O-])(=O)=O.[NH+]1C=CC=CC=1.[Br:12][C:13]1[CH:14]=[C:15]([CH3:22])[C:16]([F:21])=[C:17]([CH2:19][OH:20])[CH:18]=1. (5) Reactant: Br[C:2]1[N:10]2[C:5]([C:6]([NH2:11])=[N:7][CH:8]=[N:9]2)=[CH:4][CH:3]=1.[C:12]1(P([C:13]2[CH:12]=CC=[CH:15][CH:14]=2)CCCP([C:13]2[CH:12]=CC=[CH:15][CH:14]=2)[C:13]2[CH:12]=CC=[CH:15][CH:14]=2)C=C[CH:15]=[CH:14][CH:13]=1.[C:41](=O)([O-:43])[O-:42].[K+].[K+].C(O)CCC. Product: [NH2:11][C:6]1[C:5]2=[CH:4][CH:3]=[C:2]([C:41]([O:43][CH2:15][CH2:14][CH2:13][CH3:12])=[O:42])[N:10]2[N:9]=[CH:8][N:7]=1. The catalyst class is: 274.